From a dataset of Forward reaction prediction with 1.9M reactions from USPTO patents (1976-2016). Predict the product of the given reaction. Given the reactants [N+](C1C=C(C=CC=1)N)([O-])=O.N[C:12]1[CH:13]=[C:14]([CH:26]=[CH:27][C:28]=1OC)[C:15]([NH:17]C1C=CC(F)=C(F)C=1)=[O:16], predict the reaction product. The product is: [C:15]([NH2:17])(=[O:16])[C:14]1[CH:26]=[CH:27][CH:28]=[CH:12][CH:13]=1.